From a dataset of Catalyst prediction with 721,799 reactions and 888 catalyst types from USPTO. Predict which catalyst facilitates the given reaction. (1) Reactant: C(OC([N:8]([CH2:32][CH2:33][C:34]1[CH:39]=[CH:38][CH:37]=[CH:36][N:35]=1)[C:9]1[CH:31]=[CH:30][C:12]([NH:13][C:14]([C:16]2[CH:21]=[CH:20][CH:19]=[CH:18][C:17]=2[C:22]2[CH:27]=[CH:26][C:25]([O:28]C)=[CH:24][CH:23]=2)=[O:15])=[CH:11][CH:10]=1)=O)(C)(C)C.Br. Product: [OH:28][C:25]1[CH:26]=[CH:27][C:22]([C:17]2[C:16]([C:14]([NH:13][C:12]3[CH:30]=[CH:31][C:9]([NH:8][CH2:32][CH2:33][C:34]4[CH:39]=[CH:38][CH:37]=[CH:36][N:35]=4)=[CH:10][CH:11]=3)=[O:15])=[CH:21][CH:20]=[CH:19][CH:18]=2)=[CH:23][CH:24]=1. The catalyst class is: 15. (2) Reactant: [N:1]1[CH:6]=[CH:5][CH:4]=[C:3]([C:7]2[C:8]3[CH:15]=[CH:14][C:13]([OH:16])=[CH:12][C:9]=3[S:10][CH:11]=2)[CH:2]=1.[CH2:17](I)[CH:18]([CH3:20])[CH3:19].C(=O)([O-])[O-].[K+].[K+]. Product: [CH2:17]([O:16][C:13]1[CH:14]=[CH:15][C:8]2[C:7]([C:3]3[CH:2]=[N:1][CH:6]=[CH:5][CH:4]=3)=[CH:11][S:10][C:9]=2[CH:12]=1)[CH:18]([CH3:20])[CH3:19]. The catalyst class is: 39. (3) Reactant: [Cl:1][C:2]1[CH:7]=[CH:6][C:5]([C:8]2([NH:11][C:12]3[N:17]=[C:16]([O:18][CH2:19][C:20]([F:23])([F:22])[F:21])[N:15]=[C:14]([NH:24][C:25]4[CH:33]=[CH:32][C:28]([C:29](O)=[O:30])=[CH:27][CH:26]=4)[N:13]=3)[CH2:10][CH2:9]2)=[CH:4][CH:3]=1.[NH2:34][CH2:35][CH2:36][S:37]([NH2:40])(=[O:39])=[O:38].CN(C(ON1N=NC2C=CC=NC1=2)=[N+](C)C)C.F[P-](F)(F)(F)(F)F. Product: [Cl:1][C:2]1[CH:3]=[CH:4][C:5]([C:8]2([NH:11][C:12]3[N:17]=[C:16]([O:18][CH2:19][C:20]([F:21])([F:22])[F:23])[N:15]=[C:14]([NH:24][C:25]4[CH:33]=[CH:32][C:28]([C:29]([NH:34][CH2:35][CH2:36][S:37](=[O:39])(=[O:38])[NH2:40])=[O:30])=[CH:27][CH:26]=4)[N:13]=3)[CH2:9][CH2:10]2)=[CH:6][CH:7]=1. The catalyst class is: 2. (4) Reactant: [F:1][C:2]1[CH:3]=[C:4]([CH:14]=[CH:15][CH:16]=1)[CH2:5][O:6][C:7]1[CH:12]=[CH:11][C:10]([NH2:13])=[CH:9][CH:8]=1.CC1(C)[O:25][C:24](=O)[C:21]2([CH2:23][CH2:22]2)[C:20](=[O:27])[O:19]1.C(OCC)C. Product: [F:1][C:2]1[CH:3]=[C:4]([CH:14]=[CH:15][CH:16]=1)[CH2:5][O:6][C:7]1[CH:12]=[CH:11][C:10]([N:13]2[CH2:23][CH2:22][CH:21]([C:20]([OH:27])=[O:19])[C:24]2=[O:25])=[CH:9][CH:8]=1. The catalyst class is: 4. (5) Reactant: [OH:1][C:2]1[C:3]([C:17](=[N:19][NH:20][C:21]([C:23]2[CH:32]=[CH:31][C:26]([C:27]([O:29]C)=[O:28])=[CH:25][CH:24]=2)=[O:22])[CH3:18])=[N:4][N:5]([CH3:16])[C:6]=1[C:7]1[CH:12]=[CH:11][C:10]([CH2:13][CH2:14][CH3:15])=[CH:9][CH:8]=1.CO.[OH-].[Na+].Cl. Product: [OH:1][C:2]1[C:3]([C:17](=[N:19][NH:20][C:21]([C:23]2[CH:24]=[CH:25][C:26]([C:27]([OH:29])=[O:28])=[CH:31][CH:32]=2)=[O:22])[CH3:18])=[N:4][N:5]([CH3:16])[C:6]=1[C:7]1[CH:8]=[CH:9][C:10]([CH2:13][CH2:14][CH3:15])=[CH:11][CH:12]=1. The catalyst class is: 6.